This data is from Full USPTO retrosynthesis dataset with 1.9M reactions from patents (1976-2016). The task is: Predict the reactants needed to synthesize the given product. Given the product [CH3:1][O:2][C:3](=[O:15])[C@@H:4]([NH:5][C:6]([O:8][C:9]([CH3:12])([CH3:10])[CH3:11])=[O:7])[CH2:13][S:14][CH2:40][C:37]1[CH:36]=[CH:35][C:34]([C:31]2[CH:30]=[CH:29][C:28]([C:27]3[C:26]4[CH:42]=[CH:43][CH:44]=[CH:45][C:25]=4[O:24][C:23]=3[CH2:16][C:17]3[CH:22]=[CH:21][CH:20]=[CH:19][CH:18]=3)=[CH:33][CH:32]=2)=[CH:39][CH:38]=1, predict the reactants needed to synthesize it. The reactants are: [CH3:1][O:2][C:3](=[O:15])[C@H:4]([CH2:13][SH:14])[NH:5][C:6]([O:8][C:9]([CH3:12])([CH3:11])[CH3:10])=[O:7].[CH2:16]([C:23]1[O:24][C:25]2[CH:45]=[CH:44][CH:43]=[CH:42][C:26]=2[C:27]=1[C:28]1[CH:33]=[CH:32][C:31]([C:34]2[CH:39]=[CH:38][C:37]([CH2:40]Br)=[CH:36][CH:35]=2)=[CH:30][CH:29]=1)[C:17]1[CH:22]=[CH:21][CH:20]=[CH:19][CH:18]=1.C(=O)([O-])[O-].[Cs+].[Cs+].O.